Dataset: Retrosynthesis with 50K atom-mapped reactions and 10 reaction types from USPTO. Task: Predict the reactants needed to synthesize the given product. Given the product N#Cc1cc(F)c(Cl)cc1O[C@H](CN)c1ccccc1, predict the reactants needed to synthesize it. The reactants are: N#Cc1cc(F)c(Cl)cc1O[C@H](CN=[N+]=[N-])c1ccccc1.